From a dataset of Reaction yield outcomes from USPTO patents with 853,638 reactions. Predict the reaction yield, written as a fraction of the theoretical maximum amount of product (1.0 means a 100% yield; for example, 0.34 means a 34% yield). (1) The reactants are [C:1]([O:5][C@@H:6]([C:11]1[C:40]([CH3:41])=[CH:39][C:38]2=[N:42][C:35]3=[CH:36][N:37]2[C:12]=1[N:13]1[CH2:48][CH2:47][C:16]([CH3:49])([O:17][CH2:18][CH2:19][CH2:20][CH2:21][C@H:22]([CH3:46])[O:23][C:24]2[CH:25]=[C:26]([CH3:45])[C:27]([CH3:44])=[CH:28][C:29]=2[C:30]2[CH:43]=[C:34]3[CH:33]=[CH:32][CH:31]=2)[CH2:15][CH2:14]1)[C:7]([O:9]C)=[O:8])([CH3:4])([CH3:3])[CH3:2].C(O[C@@H](C1C(C)=CC2=NC3=C([Cl:91])N2C=1N1CCC(C)(OCCCC[C@H](C)OC2C=CC(C)=CC=2C2C=C3C=CC=2)CC1)C(O)=O)(C)(C)C. No catalyst specified. The product is [C:1]([O:5][C@@H:6]([C:11]1[C:40]([CH3:41])=[CH:39][C:38]2=[N:42][C:35]3=[C:36]([Cl:91])[N:37]2[C:12]=1[N:13]1[CH2:48][CH2:47][C:16]([CH3:49])([O:17][CH2:18][CH2:19][CH2:20][CH2:21][C@H:22]([CH3:46])[O:23][C:24]2[CH:25]=[C:26]([CH3:45])[C:27]([CH3:44])=[CH:28][C:29]=2[C:30]2[CH:43]=[C:34]3[CH:33]=[CH:32][CH:31]=2)[CH2:15][CH2:14]1)[C:7]([OH:9])=[O:8])([CH3:4])([CH3:3])[CH3:2]. The yield is 0.610. (2) The reactants are [C:1]([O:5][C:6]([N:8]([CH2:17][C:18]([O:20][C:21]([CH3:24])([CH3:23])[CH3:22])=[O:19])[C:9]1[CH:14]=[CH:13][CH:12]=[C:11]([CH:15]=O)[N:10]=1)=[O:7])([CH3:4])([CH3:3])[CH3:2].[Cl-].[OH:26][NH3+:27].N1C=CC=CC=1. The catalyst is CO. The product is [C:1]([O:5][C:6]([N:8]([CH2:17][C:18]([O:20][C:21]([CH3:23])([CH3:22])[CH3:24])=[O:19])[C:9]1[CH:14]=[CH:13][CH:12]=[C:11]([CH:15]=[N:27][OH:26])[N:10]=1)=[O:7])([CH3:3])([CH3:4])[CH3:2]. The yield is 0.920. (3) The reactants are [Cl:1][C:2]1[CH:3]=[C:4]2[C:8](=[CH:9][CH:10]=1)[NH:7][CH:6]=[C:5]2[CH2:11][CH2:12][NH:13][C:14](=[O:22])[C:15]1[CH:20]=[CH:19][CH:18]=[CH:17][C:16]=1I.[F:23][C:24]([F:35])([F:34])[C:25]1[CH:30]=[CH:29][C:28](B(O)O)=[CH:27][CH:26]=1.C(=O)([O-])[O-].[Na+].[Na+]. The catalyst is C(COC)OC.O.C1C=CC([P]([Pd]([P](C2C=CC=CC=2)(C2C=CC=CC=2)C2C=CC=CC=2)([P](C2C=CC=CC=2)(C2C=CC=CC=2)C2C=CC=CC=2)[P](C2C=CC=CC=2)(C2C=CC=CC=2)C2C=CC=CC=2)(C2C=CC=CC=2)C2C=CC=CC=2)=CC=1. The product is [Cl:1][C:2]1[CH:3]=[C:4]2[C:8](=[CH:9][CH:10]=1)[NH:7][CH:6]=[C:5]2[CH2:11][CH2:12][NH:13][C:14]([C:15]1[C:16]([C:28]2[CH:29]=[CH:30][C:25]([C:24]([F:35])([F:34])[F:23])=[CH:26][CH:27]=2)=[CH:17][CH:18]=[CH:19][CH:20]=1)=[O:22]. The yield is 0.350. (4) The reactants are [S-:1][C:2]#[N:3].[K+].[NH2:5][C:6]1[CH:26]=[CH:25][C:9]([O:10][C:11]2[CH:12]=[CH:13][C:14]([F:24])=[C:15]([NH:17][C:18](=[O:23])[C:19]([F:22])([F:21])[F:20])[CH:16]=2)=[C:8]([C:27]#[N:28])[CH:7]=1.BrBr. The catalyst is C(O)(=O)C. The product is [NH2:3][C:2]1[S:1][C:7]2[C:8]([C:27]#[N:28])=[C:9]([O:10][C:11]3[CH:12]=[CH:13][C:14]([F:24])=[C:15]([NH:17][C:18](=[O:23])[C:19]([F:21])([F:20])[F:22])[CH:16]=3)[CH:25]=[CH:26][C:6]=2[N:5]=1. The yield is 0.850.